Dataset: Full USPTO retrosynthesis dataset with 1.9M reactions from patents (1976-2016). Task: Predict the reactants needed to synthesize the given product. (1) Given the product [C:17]([OH:21])(=[O:29])[CH3:18].[CH3:1][O:2][C:3]1[CH:20]=[CH:19][CH:18]=[C:17]([O:21][CH3:22])[C:4]=1[CH2:5][NH:6][C:7]([NH:9][C:10]1[CH:15]=[CH:14][C:13]([C:23]2[CH:28]=[CH:27][CH:26]=[CH:25][CH:24]=2)=[CH:12][N:11]=1)=[NH:8], predict the reactants needed to synthesize it. The reactants are: [CH3:1][O:2][C:3]1[CH:20]=[CH:19][CH:18]=[C:17]([O:21][CH3:22])[C:4]=1[CH2:5][NH:6][C:7]([NH:9][C:10]1[CH:15]=[CH:14][C:13](I)=[CH:12][N:11]=1)=[NH:8].[C:23]1([O:29]B(O)O)[CH:28]=[CH:27][CH:26]=[CH:25][CH:24]=1.C(=O)([O-])[O-].[Na+].[Na+]. (2) Given the product [N:12]1([C:6]2[CH:11]=[CH:10][C:9]([S:2]([OH:5])(=[O:3])=[O:1])=[CH:8][CH:7]=2)[CH2:16][CH2:15][CH2:14][CH2:13]1, predict the reactants needed to synthesize it. The reactants are: [OH:1][S:2]([OH:5])(=O)=[O:3].[C:6]1([N:12]2[CH2:16][CH2:15][CH2:14][CH2:13]2)[CH:11]=[CH:10][CH:9]=[CH:8][CH:7]=1. (3) Given the product [ClH:22].[NH2:14][C@H:9]([C:7]1[O:8][C:4]([C:2]([NH2:1])=[O:3])=[N:5][N:6]=1)[C:10]([CH3:13])([CH3:12])[CH3:11], predict the reactants needed to synthesize it. The reactants are: [NH2:1][C:2]([C:4]1[O:8][C:7]([C@@H:9]([NH:14]C(=O)OC(C)(C)C)[C:10]([CH3:13])([CH3:12])[CH3:11])=[N:6][N:5]=1)=[O:3].[ClH:22]. (4) Given the product [C:1]([N:11]1[CH2:12][CH2:13][NH:14][CH2:15][CH2:16]1)(=[O:10])[CH:2]=[CH:3][C:4]1[CH:5]=[CH:6][CH:7]=[CH:8][CH:9]=1, predict the reactants needed to synthesize it. The reactants are: [C:1]([N:11]1[CH2:16][CH2:15][N:14](C=O)[CH2:13][CH2:12]1)(=[O:10])[CH:2]=[CH:3][C:4]1[CH:9]=[CH:8][CH:7]=[CH:6][CH:5]=1. (5) Given the product [I:18][C:6]1[CH:7]=[C:8]([O:9][CH3:10])[C:3]([O:2][CH3:1])=[CH:4][C:5]=1[CH2:11][C@H:12]([NH2:17])[C:13]([O:15][CH3:16])=[O:14], predict the reactants needed to synthesize it. The reactants are: [CH3:1][O:2][C:3]1[CH:4]=[C:5]([CH2:11][C@H:12]([NH2:17])[C:13]([O:15][CH3:16])=[O:14])[CH:6]=[CH:7][C:8]=1[O:9][CH3:10].[I:18]N1C(=O)CCC1=O.[Al]. (6) Given the product [Cl:24][C:19]1[CH:18]=[C:17]([C:15]2[N:16]=[C:12]([C:9]3[CH:8]=[C:3]([C:4]([OH:6])=[O:5])[C:2]([C:37]4[CH:42]=[CH:41][CH:40]=[CH:39][CH:38]=4)=[CH:11][CH:10]=3)[S:13][CH:14]=2)[CH:22]=[CH:21][C:20]=1[Cl:23], predict the reactants needed to synthesize it. The reactants are: Br[C:2]1[CH:11]=[CH:10][C:9]([C:12]2[S:13][CH:14]=[C:15]([C:17]3[CH:22]=[CH:21][C:20]([Cl:23])=[C:19]([Cl:24])[CH:18]=3)[N:16]=2)=[CH:8][C:3]=1[C:4]([O:6]C)=[O:5].O1CCOCC1.C([O-])([O-])=O.[K+].[K+].[C:37]1(B(O)O)[CH:42]=[CH:41][CH:40]=[CH:39][CH:38]=1.